This data is from Forward reaction prediction with 1.9M reactions from USPTO patents (1976-2016). The task is: Predict the product of the given reaction. (1) The product is: [CH3:71][N:47]1[C:46]([CH2:45][N:1]2[CH2:2][CH2:3][CH:4]([C:7]([NH2:10])([CH3:8])[CH3:9])[CH2:5][CH2:6]2)=[N:54][C:53]2[C:48]1=[N:49][C:50]([N:61]1[C:65]3[CH:66]=[CH:67][CH:68]=[CH:69][C:64]=3[N:63]=[C:62]1[CH3:70])=[N:51][C:52]=2[N:55]1[CH2:56][CH2:57][O:58][CH2:59][CH2:60]1. Given the reactants [NH:1]1[CH2:6][CH2:5][CH:4]([C:7]([NH:10]C(=O)OCC2C3C=CC=CC=3C3C2=CC=CC=3)([CH3:9])[CH3:8])[CH2:3][CH2:2]1.C(N(CC)C(C)C)(C)C.C1COCC1.CO.Br[CH2:45][C:46]1[N:47]([CH3:71])[C:48]2[C:53]([N:54]=1)=[C:52]([N:55]1[CH2:60][CH2:59][O:58][CH2:57][CH2:56]1)[N:51]=[C:50]([N:61]1[C:65]3[CH:66]=[CH:67][CH:68]=[CH:69][C:64]=3[N:63]=[C:62]1[CH3:70])[N:49]=2, predict the reaction product. (2) Given the reactants Br[C:2]1[CH:3]=[C:4]([C:17]([CH3:21])([CH3:20])[C:18]#[N:19])[CH:5]=[C:6]([C:8]2[CH:13]=[CH:12][N:11]=[C:10]3[NH:14][N:15]=[CH:16][C:9]=23)[CH:7]=1.[C:22]1(B(O)O)[CH:27]=[CH:26][CH:25]=[CH:24][CH:23]=1.COCCOC.C(=O)([O-])[O-].[Na+].[Na+], predict the reaction product. The product is: [NH:14]1[C:10]2=[N:11][CH:12]=[CH:13][C:8]([C:6]3[CH:5]=[C:4]([C:17]([CH3:21])([CH3:20])[C:18]#[N:19])[CH:3]=[C:2]([C:22]4[CH:27]=[CH:26][CH:25]=[CH:24][CH:23]=4)[CH:7]=3)=[C:9]2[CH:16]=[N:15]1. (3) The product is: [CH3:3][NH:5][S:41]([C:37]1[CH:38]=[CH:39][CH:40]=[C:35]([C:31]2[CH:30]=[C:29]([C:15]3[N:14]=[C:13]([C:12]([F:46])([F:45])[F:11])[CH:18]=[C:17]([C:19]4[CH:24]=[CH:23][C:22]([C:25]([F:28])([F:27])[F:26])=[CH:21][CH:20]=4)[N:16]=3)[CH:34]=[CH:33][N:32]=2)[CH:36]=1)(=[O:43])=[O:42]. Given the reactants CN.[CH2:3]([N:5](CC)CC)C.Cl.[F:11][C:12]([F:46])([F:45])[C:13]1[CH:18]=[C:17]([C:19]2[CH:24]=[CH:23][C:22]([C:25]([F:28])([F:27])[F:26])=[CH:21][CH:20]=2)[N:16]=[C:15]([C:29]2[CH:34]=[CH:33][N:32]=[C:31]([C:35]3[CH:36]=[C:37]([S:41](Cl)(=[O:43])=[O:42])[CH:38]=[CH:39][CH:40]=3)[CH:30]=2)[N:14]=1, predict the reaction product. (4) Given the reactants [NH3:1].S(O)(O)(=O)=O.N[OH:8].S(=O)(=O)(O)O.S([O-])([O-])(=O)=O.[NH4+].[NH4+].[C:21]1(=O)[CH2:32][CH2:31][CH2:30][CH2:29][CH2:28][CH2:27][CH2:26][CH2:25][CH2:24][CH2:23][CH2:22]1, predict the reaction product. The product is: [C:21]1(=[N:1][OH:8])[CH2:32][CH2:31][CH2:30][CH2:29][CH2:28][CH2:27][CH2:26][CH2:25][CH2:24][CH2:23][CH2:22]1. (5) The product is: [Br:1][C:2]1[CH:3]=[CH:4][C:5]([F:31])=[C:6]([C:8]([NH:24][S:25]([C:27]([CH3:30])([CH3:29])[CH3:28])=[O:26])([CH3:32])[CH2:9][C:10]2([O:16][Si:17]([C:20]([CH3:23])([CH3:22])[CH3:21])([CH3:19])[CH3:18])[CH2:15][CH2:14][O:13][CH2:12][CH2:11]2)[CH:7]=1. Given the reactants [Br:1][C:2]1[CH:3]=[CH:4][C:5]([F:31])=[C:6](/[C:8](=[N:24]\[S:25]([C:27]([CH3:30])([CH3:29])[CH3:28])=[O:26])/[CH2:9][C:10]2([O:16][Si:17]([C:20]([CH3:23])([CH3:22])[CH3:21])([CH3:19])[CH3:18])[CH2:15][CH2:14][O:13][CH2:12][CH2:11]2)[CH:7]=1.[CH3:32][Mg+].[Br-], predict the reaction product. (6) Given the reactants [CH2:1]([CH:3]([CH2:38][CH2:39][CH2:40][CH3:41])[CH2:4][N:5]1[C:17]2[CH:16]=[CH:15][C:14]([C:18]([C:20]3[C:25]([CH3:26])=[CH:24][C:23]([CH3:27])=[CH:22][C:21]=3[CH3:28])=[O:19])=[CH:13][C:12]=2[C:11]2[C:6]1=[CH:7][CH:8]=[C:9]([C:29](=O)[C:30]1[CH:35]=[CH:34][CH:33]=[CH:32][C:31]=1[CH3:36])[CH:10]=2)[CH3:2].[Cl-].[OH:43][NH3+:44].O, predict the reaction product. The product is: [CH2:1]([CH:3]([CH2:38][CH2:39][CH2:40][CH3:41])[CH2:4][N:5]1[C:17]2[CH:16]=[CH:15][C:14]([C:18]([C:20]3[C:21]([CH3:28])=[CH:22][C:23]([CH3:27])=[CH:24][C:25]=3[CH3:26])=[O:19])=[CH:13][C:12]=2[C:11]2[C:6]1=[CH:7][CH:8]=[C:9]([C:29](=[N:44][OH:43])[C:30]1[CH:35]=[CH:34][CH:33]=[CH:32][C:31]=1[CH3:36])[CH:10]=2)[CH3:2]. (7) Given the reactants O[Li].O.[OH:4][C:5]1[CH:6]=[C:7]2[C:11](=[CH:12][CH:13]=1)[N:10]([CH3:14])[CH:9]=[C:8]2[CH2:15][C:16]([O:18]C)=[O:17], predict the reaction product. The product is: [OH:4][C:5]1[CH:6]=[C:7]2[C:11](=[CH:12][CH:13]=1)[N:10]([CH3:14])[CH:9]=[C:8]2[CH2:15][C:16]([OH:18])=[O:17].